This data is from Forward reaction prediction with 1.9M reactions from USPTO patents (1976-2016). The task is: Predict the product of the given reaction. (1) Given the reactants [N:1]1([C:7]([O:9][CH2:10][C:11]2[CH:16]=[CH:15][CH:14]=[CH:13][CH:12]=2)=[O:8])[CH2:6][CH2:5][NH:4][CH2:3][CH2:2]1.CCN(C(C)C)C(C)C.Cl[CH2:27][CH2:28][S:29](Cl)(=[O:31])=[O:30].O, predict the reaction product. The product is: [CH:28]([S:29]([N:4]1[CH2:5][CH2:6][N:1]([C:7]([O:9][CH2:10][C:11]2[CH:16]=[CH:15][CH:14]=[CH:13][CH:12]=2)=[O:8])[CH2:2][CH2:3]1)(=[O:31])=[O:30])=[CH2:27]. (2) The product is: [CH3:10][C:11]1[CH:16]=[CH:15][C:14]([S:17]([O:6][CH:4]([CH3:5])[CH2:3][O:2][CH3:1])(=[O:19])=[O:18])=[CH:13][CH:12]=1. Given the reactants [CH3:1][O:2][CH2:3][CH:4]([OH:6])[CH3:5].ClCCl.[CH3:10][C:11]1[CH:16]=[CH:15][C:14]([S:17](Cl)(=[O:19])=[O:18])=[CH:13][CH:12]=1, predict the reaction product.